This data is from Full USPTO retrosynthesis dataset with 1.9M reactions from patents (1976-2016). The task is: Predict the reactants needed to synthesize the given product. Given the product [CH2:35]([N:21]1[CH2:22][CH2:23][N:18]([C:17]2[C:8]([C:5]3[CH:6]=[CH:7][C:2]([F:1])=[CH:3][CH:4]=3)=[N:9][C:10]3[C:15]([N:16]=2)=[CH:14][C:13]([C:25]([O:27][CH3:28])=[O:26])=[CH:12][CH:11]=3)[C@@H:19]([CH3:24])[CH2:20]1)[CH3:36], predict the reactants needed to synthesize it. The reactants are: [F:1][C:2]1[CH:7]=[CH:6][C:5]([C:8]2[C:17]([N:18]3[CH2:23][CH2:22][NH:21][CH2:20][C@@H:19]3[CH3:24])=[N:16][C:15]3[C:10](=[CH:11][CH:12]=[C:13]([C:25]([O:27][CH3:28])=[O:26])[CH:14]=3)[N:9]=2)=[CH:4][CH:3]=1.C(=O)([O-])[O-].[K+].[K+].[CH3:35][CH2:36]I.